Dataset: Reaction yield outcomes from USPTO patents with 853,638 reactions. Task: Predict the reaction yield, written as a fraction of the theoretical maximum amount of product (1.0 means a 100% yield; for example, 0.34 means a 34% yield). (1) The reactants are [CH2:1]([N:3]1[C:7]([O:8][C:9]2[C:10]([NH:22][C:23]3[S:27][N:26]=[C:25]([C@H:28]4[C:32]([CH3:34])([CH3:33])[O:31]C(C)(C)[O:29]4)[N:24]=3)=[N:11][CH:12]=[C:13]([S:15][C:16]3[CH:21]=[CH:20][CH:19]=[CH:18][N:17]=3)[CH:14]=2)=[CH:6][CH:5]=[N:4]1)[CH3:2].O.Cl. The catalyst is CCO. The product is [CH2:1]([N:3]1[C:7]([O:8][C:9]2[C:10]([NH:22][C:23]3[S:27][N:26]=[C:25]([C@H:28]([OH:29])[C:32]([CH3:34])([OH:31])[CH3:33])[N:24]=3)=[N:11][CH:12]=[C:13]([S:15][C:16]3[CH:21]=[CH:20][CH:19]=[CH:18][N:17]=3)[CH:14]=2)=[CH:6][CH:5]=[N:4]1)[CH3:2]. The yield is 0.929. (2) The reactants are [N+:1]([C:4]1[CH:24]=[CH:23][C:7]([O:8][C:9]2[CH:14]=[CH:13][N:12]=[C:11]([NH:15][C:16]([N:18]3[CH2:22][CH2:21][CH2:20][CH2:19]3)=[O:17])[CH:10]=2)=[CH:6][CH:5]=1)([O-])=O.[H][H].CCCCCC. The catalyst is O1CCCC1.CO.C(OCC)C.[C].[Pd]. The product is [NH2:1][C:4]1[CH:24]=[CH:23][C:7]([O:8][C:9]2[CH:14]=[CH:13][N:12]=[C:11]([NH:15][C:16]([N:18]3[CH2:22][CH2:21][CH2:20][CH2:19]3)=[O:17])[CH:10]=2)=[CH:6][CH:5]=1. The yield is 0.907. (3) The reactants are [F:1][C:2]1[CH:7]=[C:6]([F:8])[CH:5]=[CH:4][C:3]=1[N:9]1[C:13]([C:14]2[S:23][C:22]3[C:21]4[N:24]=[C:25]([N:28]5[CH2:33][C@H:32]([CH3:34])[NH:31][C@H:30]([CH3:35])[CH2:29]5)[CH:26]=[CH:27][C:20]=4[O:19][CH2:18][CH2:17][C:16]=3[CH:15]=2)=[N:12][CH:11]=[N:10]1.[C:36](=O)([O-])[O-].[Cs+].[Cs+].CI.O. The product is [F:1][C:2]1[CH:7]=[C:6]([F:8])[CH:5]=[CH:4][C:3]=1[N:9]1[C:13]([C:14]2[S:23][C:22]3[C:21]4[N:24]=[C:25]([N:28]5[CH2:33][C@H:32]([CH3:34])[N:31]([CH3:36])[C@H:30]([CH3:35])[CH2:29]5)[CH:26]=[CH:27][C:20]=4[O:19][CH2:18][CH2:17][C:16]=3[CH:15]=2)=[N:12][CH:11]=[N:10]1. The catalyst is CN(C)C=O. The yield is 0.600. (4) The product is [CH3:24][O:23][C:21](=[O:22])[NH:19][C:17]1[N:18]=[C:14]2[CH:13]=[CH:12][CH:11]=[C:10]([C:6]3[CH:7]=[CH:8][CH:9]=[C:4]([CH:2]([CH3:1])[CH3:3])[CH:5]=3)[N:15]2[N:16]=1. The reactants are [CH3:1][CH:2]([C:4]1[CH:5]=[C:6]([C:10]2[N:15]3[N:16]=[C:17]([NH2:19])[N:18]=[C:14]3[CH:13]=[CH:12][CH:11]=2)[CH:7]=[CH:8][CH:9]=1)[CH3:3].Cl[C:21]([O:23][CH3:24])=[O:22]. The yield is 0.610. The catalyst is N1C=CC=CC=1. (5) The reactants are CS([C:5]1[N:10]=[CH:9][C:8]([C:11]([OH:13])=[O:12])=[CH:7][N:6]=1)(=O)=O.[CH3:14][O:15][C:16]1[CH:21]=[CH:20][C:19]([NH2:22])=[CH:18][CH:17]=1. The catalyst is CCOC(C)=O. The product is [CH3:14][O:15][C:16]1[CH:21]=[CH:20][C:19]([NH:22][C:5]2[N:10]=[CH:9][C:8]([C:11]([OH:13])=[O:12])=[CH:7][N:6]=2)=[CH:18][CH:17]=1. The yield is 0.540. (6) The catalyst is O1CCCC1. The reactants are [Cl:1][C:2]1[CH:7]=[CH:6][C:5]([NH:8][C:9]([C:11]2[CH:16]=[CH:15][C:14]([Cl:17])=[CH:13][C:12]=2[Cl:18])=[NH:10])=[CH:4][CH:3]=1.Cl[C:20](=[CH2:23])[C:21]#[N:22].C(N(CC)C(C)C)(C)C.N#N. The yield is 0.970. The product is [Cl:1][C:2]1[CH:3]=[CH:4][C:5]([N:8]2[CH2:23][CH:20]([C:21]#[N:22])[N:10]=[C:9]2[C:11]2[CH:16]=[CH:15][C:14]([Cl:17])=[CH:13][C:12]=2[Cl:18])=[CH:6][CH:7]=1. (7) The reactants are [CH:1]1([CH2:4][OH:5])[CH2:3][CH2:2]1.[H-].[Na+].Cl[C:9]1[N:14]=[CH:13][C:12]2[N:15]=[C:16]([C:26]3[CH:27]=[C:28]([CH3:34])[C:29](=[O:33])[N:30]([CH3:32])[CH:31]=3)[N:17]([CH:18]([C:20]3[CH:25]=[CH:24][CH:23]=[CH:22][N:21]=3)[CH3:19])[C:11]=2[CH:10]=1.C1C=CC(P(C2C(C3C(P(C4C=CC=CC=4)C4C=CC=CC=4)=CC=C4C=3C=CC=C4)=C3C(C=CC=C3)=CC=2)C2C=CC=CC=2)=CC=1. The catalyst is C1(C)C=CC=CC=1.C1C=CC(/C=C/C(/C=C/C2C=CC=CC=2)=O)=CC=1.C1C=CC(/C=C/C(/C=C/C2C=CC=CC=2)=O)=CC=1.C1C=CC(/C=C/C(/C=C/C2C=CC=CC=2)=O)=CC=1.[Pd].[Pd]. The product is [CH:1]1([CH2:4][O:5][C:9]2[N:14]=[CH:13][C:12]3[N:15]=[C:16]([C:26]4[CH:27]=[C:28]([CH3:34])[C:29](=[O:33])[N:30]([CH3:32])[CH:31]=4)[N:17]([CH:18]([C:20]4[CH:25]=[CH:24][CH:23]=[CH:22][N:21]=4)[CH3:19])[C:11]=3[CH:10]=2)[CH2:3][CH2:2]1. The yield is 0.335. (8) The reactants are S(O)(O)(=O)=O.N[C:7]1[CH:8]=[C:9]([B:13]([OH:15])[OH:14])[CH:10]=[CH:11][CH:12]=1.NC1C=C(B(O)[OH:24])C=CC=1.OS(O)(=O)=O.N([O-])=O.[Na+].C. The catalyst is O. The product is [OH:24][C:7]1[CH:8]=[C:9]([B:13]([OH:15])[OH:14])[CH:10]=[CH:11][CH:12]=1. The yield is 0.940. (9) The reactants are [NH2:1][C:2]1[CH:9]=[CH:8][C:5]([C:6]#[N:7])=[C:4]([C:10]([F:13])([F:12])[F:11])[N:3]=1.[C:14](Cl)(Cl)=[S:15]. The catalyst is ClCCCl.C(Cl)Cl.O. The product is [N:1]([C:2]1[CH:9]=[CH:8][C:5]([C:6]#[N:7])=[C:4]([C:10]([F:11])([F:13])[F:12])[N:3]=1)=[C:14]=[S:15]. The yield is 0.700.